Dataset: Reaction yield outcomes from USPTO patents with 853,638 reactions. Task: Predict the reaction yield, written as a fraction of the theoretical maximum amount of product (1.0 means a 100% yield; for example, 0.34 means a 34% yield). (1) The reactants are Cl[C:2]1[N:7]=[C:6]([NH2:8])[C:5]([CH3:9])=[CH:4][N:3]=1.[NH2:10][C:11]1[CH:30]=[CH:29][C:14]([O:15][CH:16]2[CH2:21][CH2:20][N:19]([C:22]([O:24][C:25]([CH3:28])([CH3:27])[CH3:26])=[O:23])[CH2:18][CH2:17]2)=[CH:13][CH:12]=1. The catalyst is C(O)(=O)C. The product is [NH2:8][C:6]1[C:5]([CH3:9])=[CH:4][N:3]=[C:2]([NH:10][C:11]2[CH:12]=[CH:13][C:14]([O:15][CH:16]3[CH2:21][CH2:20][N:19]([C:22]([O:24][C:25]([CH3:26])([CH3:27])[CH3:28])=[O:23])[CH2:18][CH2:17]3)=[CH:29][CH:30]=2)[N:7]=1. The yield is 0.950. (2) The catalyst is C1COCC1. The yield is 0.630. The reactants are COP([CH2:7][C:8]([O:10][C:11]([CH3:14])([CH3:13])[CH3:12])=[O:9])(OC)=O.[H-].[Na+].[Br:17][C:18]1[CH:23]=[C:22]([CH3:24])[C:21]([CH2:25][CH:26]=O)=[C:20]([CH3:28])[CH:19]=1.C([O-])(O)=O.[Na+]. The product is [Br:17][C:18]1[CH:23]=[C:22]([CH3:24])[C:21]([CH2:25]/[CH:26]=[CH:7]/[C:8]([O:10][C:11]([CH3:14])([CH3:13])[CH3:12])=[O:9])=[C:20]([CH3:28])[CH:19]=1. (3) The reactants are I[C:2]1[CH:7]=[CH:6][C:5]([N+:8]([O-:10])=[O:9])=[CH:4][CH:3]=1.C[Sn](C)C.C[Sn](C)C.Cl.[CH3:20][N:21]1[CH2:26][CH2:25][CH:24]([C:27](Cl)=[O:28])[CH2:23][CH2:22]1. The catalyst is CN(C=O)C.C([Pd](Cl)Cl)C=C. The product is [CH3:20][N:21]1[CH2:26][CH2:25][CH:24]([C:27]([C:2]2[CH:7]=[CH:6][C:5]([N+:8]([O-:10])=[O:9])=[CH:4][CH:3]=2)=[O:28])[CH2:23][CH2:22]1. The yield is 0.410.